Dataset: Peptide-MHC class I binding affinity with 185,985 pairs from IEDB/IMGT. Task: Regression. Given a peptide amino acid sequence and an MHC pseudo amino acid sequence, predict their binding affinity value. This is MHC class I binding data. The peptide sequence is KAKGSRAIW. The MHC is HLA-B57:01 with pseudo-sequence HLA-B57:01. The binding affinity (normalized) is 0.786.